Dataset: Forward reaction prediction with 1.9M reactions from USPTO patents (1976-2016). Task: Predict the product of the given reaction. (1) Given the reactants ClC[S:3]([NH:6][CH2:7][C:8]1([C:26]2[CH:31]=[CH:30][CH:29]=[CH:28][CH:27]=2)[S:12][C:11]([NH:13][C:14](=[O:19])[C:15]([CH3:18])([CH3:17])[CH3:16])=[N:10][N:9]1[C:20](=[O:25])[C:21]([CH3:24])([CH3:23])[CH3:22])(=[O:5])=[O:4].[SH:32][CH2:33][CH2:34][NH:35][C:36](=[O:42])[O:37][C:38]([CH3:41])([CH3:40])[CH3:39].[C:43](=O)([O-])O.[Na+].O, predict the reaction product. The product is: [C:38]([O:37][C:36](=[O:42])[NH:35][CH2:34][CH2:33][SH:32]([S:3](=[O:5])(=[O:4])[NH:6][CH2:7][C:8]1([C:26]2[CH:27]=[CH:28][CH:29]=[CH:30][CH:31]=2)[N:9]([C:20](=[O:25])[C:21]([CH3:23])([CH3:22])[CH3:24])[N:10]=[C:11]([NH:13][C:14](=[O:19])[C:15]([CH3:18])([CH3:16])[CH3:17])[S:12]1)[CH3:43])([CH3:39])([CH3:41])[CH3:40]. (2) Given the reactants [Cl:1][C:2]1[S:6][C:5](/[CH:7]=[CH:8]/[S:9]([N:12]([CH2:37][CH2:38][OH:39])[C@H:13]2[CH2:17][CH2:16][N:15]([C:18]3[CH:19]=[CH:20][C:21]4[CH2:27][N:26](C(OC(C)(C)C)=O)[CH2:25][CH2:24][CH2:23][C:22]=4[CH:35]=3)[C:14]2=[O:36])(=[O:11])=[O:10])=[CH:4][CH:3]=1, predict the reaction product. The product is: [ClH:1].[Cl:1][C:2]1[S:6][C:5](/[CH:7]=[CH:8]/[S:9]([N:12]([CH2:37][CH2:38][OH:39])[C@H:13]2[CH2:17][CH2:16][N:15]([C:18]3[CH:19]=[CH:20][C:21]4[CH2:27][NH:26][CH2:25][CH2:24][CH2:23][C:22]=4[CH:35]=3)[C:14]2=[O:36])(=[O:11])=[O:10])=[CH:4][CH:3]=1. (3) Given the reactants [NH2:1][C:2]1[CH:9]=[CH:8][C:5]([C:6]#[N:7])=[C:4]([CH:10]2[CH2:12][CH2:11]2)[CH:3]=1.Cl.[NH2:14][C:15]([CH3:24])([CH3:23])[C:16](OC(C)(C)C)=[O:17].[C:25](Cl)(Cl)=[O:26], predict the reaction product. The product is: [CH:10]1([C:4]2[CH:3]=[C:2]([N:1]3[C:16](=[O:17])[C:15]([CH3:23])([CH3:24])[NH:14][C:25]3=[O:26])[CH:9]=[CH:8][C:5]=2[C:6]#[N:7])[CH2:11][CH2:12]1. (4) Given the reactants [CH3:1][O:2][C:3]1[CH:4]=[C:5]2[C:10](=[CH:11][C:12]=1[O:13][CH3:14])[N:9]=[CH:8][N:7]=[C:6]2[O:15][C:16]1[CH:22]=[CH:21][C:19]([NH2:20])=[CH:18][CH:17]=1.ClC(Cl)(O[C:27](=[O:33])[O:28][C:29](Cl)(Cl)Cl)Cl.[O:35]1[CH2:40][CH2:39][N:38]([CH2:41]CO)[CH2:37][CH2:36]1.C(=O)(O)[O-].[Na+], predict the reaction product. The product is: [CH3:1][O:2][C:3]1[CH:4]=[C:5]2[C:10](=[CH:11][C:12]=1[O:13][CH3:14])[N:9]=[CH:8][N:7]=[C:6]2[O:15][C:16]1[CH:22]=[CH:21][C:19]([NH:20][C:27](=[O:33])[O:28][CH2:29][CH2:41][N:38]2[CH2:39][CH2:40][O:35][CH2:36][CH2:37]2)=[CH:18][CH:17]=1. (5) Given the reactants [CH3:1][NH:2][CH2:3][CH2:4][OH:5].[CH2:6]=O.[CH3:8][O:9][C:10]1[CH:18]=[C:17]2[C:13]([CH:14]=[CH:15][N:16]2[S:19]([C:22]2[CH:27]=[CH:26][CH:25]=[CH:24][CH:23]=2)(=[O:21])=[O:20])=[CH:12][C:11]=1[OH:28], predict the reaction product. The product is: [OH:5][CH2:4][CH2:3][N:2]([CH2:6][C:12]1[C:11]([OH:28])=[C:10]([O:9][CH3:8])[CH:18]=[C:17]2[C:13]=1[CH:14]=[CH:15][N:16]2[S:19]([C:22]1[CH:27]=[CH:26][CH:25]=[CH:24][CH:23]=1)(=[O:21])=[O:20])[CH3:1].